From a dataset of Forward reaction prediction with 1.9M reactions from USPTO patents (1976-2016). Predict the product of the given reaction. (1) Given the reactants [P:1]([O:9][CH2:10][C@H:11]1[O:15][C@@H:14]([N:16]2[C:25]3[N:24]=[CH:23][N:22]=[C:20]([NH2:21])[C:19]=3[N:18]=[CH:17]2)[C@H:13]([OH:26])[C@@H:12]1[OH:27])([O:4][P:5]([OH:8])([OH:7])=[O:6])(=[O:3])[OH:2], predict the reaction product. The product is: [P:1]([O:9][CH2:10][C@H:11]1[O:15][C@@H:14]([N:16]2[C:25]3[N:24]=[CH:23][N:22]=[C:20]([NH2:21])[C:19]=3[N:18]=[CH:17]2)[C@H:13]([OH:26])[C@@H:12]1[OH:27])([O:4][P:5]([O:7][P:1]([OH:4])([OH:3])=[O:2])([OH:8])=[O:6])(=[O:2])[OH:3]. (2) Given the reactants CC1N=CC(C=C[C:10](=[O:25])[CH2:11][CH2:12][CH2:13][CH2:14][C:15]2[CH:24]=[CH:23][C:22]3CCCNC=3N=2)=CN=1, predict the reaction product. The product is: [C:13]1([CH2:12][CH2:11][CH2:10][OH:25])[CH:14]=[CH:15][CH:24]=[CH:23][CH:22]=1. (3) Given the reactants [C:1]([O:4][CH:5]=[CH2:6])(=[O:3])[CH3:2].[CH:7]([O:9][CH:10]1[CH2:15][CH2:14][CH2:13][CH2:12][CH2:11]1)=[CH2:8].CC(N=NC(C#N)(C)C)(C#N)C, predict the reaction product. The product is: [C:1]([O:4][CH:5]=[CH2:6])(=[O:3])[CH3:2].[CH:7]([O:9][CH:10]1[CH2:15][CH2:14][CH2:13][CH2:12][CH2:11]1)=[CH2:8]. (4) Given the reactants [Br:1][C:2]1[CH:7]=[CH:6][C:5](I)([O:8][CH3:9])[CH2:4][CH:3]=1.[C:11]([O:15][CH2:16][CH3:17])(=[O:14])[CH:12]=[CH2:13].C(N(CC)CC)C, predict the reaction product. The product is: [CH2:16]([O:15][C:11](=[O:14])[CH:12]=[CH:13][C:6]1[CH:7]=[C:2]([Br:1])[CH:3]=[CH:4][C:5]=1[O:8][CH3:9])[CH3:17].